The task is: Predict the reactants needed to synthesize the given product.. This data is from Full USPTO retrosynthesis dataset with 1.9M reactions from patents (1976-2016). Given the product [BrH:28].[CH3:1][N:2]1[CH2:6][CH2:5][CH2:4][C@@H:3]1[CH2:7][C:8]1[C:16]2[C:11](=[CH:12][CH:13]=[C:14]([CH2:17][CH2:18][S:19]([C:22]3[CH:27]=[CH:26][CH:25]=[CH:24][CH:23]=3)(=[O:20])=[O:21])[CH:15]=2)[NH:10][CH:9]=1, predict the reactants needed to synthesize it. The reactants are: [CH3:1][N:2]1[CH2:6][CH2:5][CH2:4][C@@H:3]1[CH2:7][C:8]1[C:16]2[C:11](=[CH:12][CH:13]=[C:14]([CH2:17][CH2:18][S:19]([C:22]3[CH:27]=[CH:26][CH:25]=[CH:24][CH:23]=3)(=[O:21])=[O:20])[CH:15]=2)[NH:10][CH:9]=1.[BrH:28].